Task: Binary Classification. Given a drug SMILES string, predict its activity (active/inactive) in a high-throughput screening assay against a specified biological target.. Dataset: M1 muscarinic receptor antagonist screen with 61,756 compounds (1) The drug is Clc1c(CN2C(CCC2=O)C(=O)NCC2OCCC2)cccc1. The result is 0 (inactive). (2) The compound is o1c2c(cc(CC(=O)c3c(O)cc(OCC)cc3)cc2)cc1C(O)=O. The result is 0 (inactive). (3) The compound is S(=O)(=O)(N(CC(=O)NC1CCCC1)C)c1c(cc(cc1C)C)C. The result is 0 (inactive).